Task: Predict the reactants needed to synthesize the given product.. Dataset: Full USPTO retrosynthesis dataset with 1.9M reactions from patents (1976-2016) (1) Given the product [NH:2]=[C:1]([C:3]1[CH:8]=[CH:7][CH:6]=[C:5]([NH:9][C:10]([NH:11][C:12]2[CH:17]=[CH:16][C:15]([S:18](=[O:20])(=[O:19])[NH:21][C:22]3[CH:27]=[CH:26][C:25]([S:28](=[O:30])(=[O:31])[NH2:29])=[CH:24][CH:23]=3)=[CH:14][CH:13]=2)=[O:32])[CH:4]=1)[N:36]1[CH2:37][CH2:38][N:33]([C:39]([O:41][CH3:42])=[O:40])[CH2:34][CH2:35]1, predict the reactants needed to synthesize it. The reactants are: [C:1]([C:3]1[CH:4]=[C:5]([NH:9][C:10](=[O:32])[NH:11][C:12]2[CH:17]=[CH:16][C:15]([S:18]([NH:21][C:22]3[CH:27]=[CH:26][C:25]([S:28](=[O:31])(=[O:30])[NH2:29])=[CH:24][CH:23]=3)(=[O:20])=[O:19])=[CH:14][CH:13]=2)[CH:6]=[CH:7][CH:8]=1)#[N:2].[N:33]1([C:39]([O:41][CH3:42])=[O:40])[CH2:38][CH2:37][NH:36][CH2:35][CH2:34]1.CCN(C(C)C)C(C)C. (2) Given the product [CH3:31][N:32]([CH3:38])[C@@H:33]1[CH2:37][CH2:36][N:35]([C@@H:27]2[CH2:26][CH2:25][C@H:24]([N:8]3[C:4]4[N:5]=[CH:6][N:7]=[C:2]([NH2:1])[C:3]=4[C:10]([C:11]4[CH:12]=[CH:13][C:14]([O:17][C:18]5[CH:23]=[CH:22][CH:21]=[CH:20][CH:19]=5)=[CH:15][CH:16]=4)=[CH:9]3)[CH2:29][CH2:28]2)[CH2:34]1.[CH3:31][N:32]([CH3:38])[C@@H:33]1[CH2:37][CH2:36][N:35]([C@H:27]2[CH2:26][CH2:25][C@H:24]([N:8]3[C:4]4[N:5]=[CH:6][N:7]=[C:2]([NH2:1])[C:3]=4[C:10]([C:11]4[CH:12]=[CH:13][C:14]([O:17][C:18]5[CH:23]=[CH:22][CH:21]=[CH:20][CH:19]=5)=[CH:15][CH:16]=4)=[CH:9]3)[CH2:29][CH2:28]2)[CH2:34]1, predict the reactants needed to synthesize it. The reactants are: [NH2:1][C:2]1[C:3]2[C:10]([C:11]3[CH:16]=[CH:15][C:14]([O:17][C:18]4[CH:23]=[CH:22][CH:21]=[CH:20][CH:19]=4)=[CH:13][CH:12]=3)=[CH:9][N:8]([CH:24]3[CH2:29][CH2:28][C:27](=O)[CH2:26][CH2:25]3)[C:4]=2[N:5]=[CH:6][N:7]=1.[CH3:31][N:32]([CH3:38])[C@@H:33]1[CH2:37][CH2:36][NH:35][CH2:34]1.C(O)(=O)C.C(O[BH-](OC(=O)C)OC(=O)C)(=O)C.[Na+].C(=O)(O)[O-].[Na+]. (3) Given the product [CH2:1]([O:8][C:9]1[CH:10]=[C:11]2[C:16](=[CH:17][CH:18]=1)[CH2:15][CH:14]([CH:19]([O:20][Si:30]([C:27]([CH3:29])([CH3:28])[CH3:26])([CH3:32])[CH3:31])[C:21]1[O:22][CH:23]=[CH:24][N:25]=1)[CH2:13][CH2:12]2)[C:2]1[CH:7]=[CH:6][CH:5]=[CH:4][CH:3]=1, predict the reactants needed to synthesize it. The reactants are: [CH2:1]([O:8][C:9]1[CH:10]=[C:11]2[C:16](=[CH:17][CH:18]=1)[CH2:15][CH:14]([CH:19]([C:21]1[O:22][CH:23]=[CH:24][N:25]=1)[OH:20])[CH2:13][CH2:12]2)[C:2]1[CH:7]=[CH:6][CH:5]=[CH:4][CH:3]=1.[CH3:26][C:27]([Si:30](Cl)([CH3:32])[CH3:31])([CH3:29])[CH3:28].N1C=CN=C1. (4) Given the product [Cl:16][C:17]1[N:22]=[N:21][C:20]2[N:23]([Si:26]([CH:30]([CH3:32])[CH3:31])([CH:33]([CH3:35])[CH3:34])[CH:27]([CH3:28])[CH3:29])[CH:24]=[CH:25][C:19]=2[C:18]=1[C:36](=[O:38])[CH3:37], predict the reactants needed to synthesize it. The reactants are: CC1CCCN(C)C1(C)C.[Li]CCCC.[Cl:16][C:17]1[N:22]=[N:21][C:20]2[N:23]([Si:26]([CH:33]([CH3:35])[CH3:34])([CH:30]([CH3:32])[CH3:31])[CH:27]([CH3:29])[CH3:28])[CH:24]=[CH:25][C:19]=2[CH:18]=1.[CH:36](=[O:38])[CH3:37].CC(OI1(OC(C)=O)(OC(C)=O)OC(=O)C2C=CC=CC1=2)=O.